This data is from Forward reaction prediction with 1.9M reactions from USPTO patents (1976-2016). The task is: Predict the product of the given reaction. (1) Given the reactants [N:1]1[CH:6]=[CH:5][CH:4]=[CH:3][C:2]=1[CH3:7].[Br:8][CH2:9][C:10](=[O:15])[CH2:11][CH2:12][CH2:13][CH3:14], predict the reaction product. The product is: [Br-:8].[CH3:7][C:2]1[CH:3]=[CH:4][CH:5]=[CH:6][N+:1]=1[CH2:9][C:10](=[O:15])[CH2:11][CH2:12][CH2:13][CH3:14]. (2) Given the reactants C(OC(=O)C)(=O)C.[CH:8]([OH:10])=O.[NH2:11][C:12]1[CH:13]=[C:14]2[C:18](=[CH:19][CH:20]=1)[N:17]([CH2:21][O:22][CH2:23][CH2:24][Si:25]([CH3:28])([CH3:27])[CH3:26])[N:16]=[CH:15]2, predict the reaction product. The product is: [CH3:26][Si:25]([CH3:28])([CH3:27])[CH2:24][CH2:23][O:22][CH2:21][N:17]1[C:18]2[C:14](=[CH:13][C:12]([NH:11][CH:8]=[O:10])=[CH:20][CH:19]=2)[CH:15]=[N:16]1.